This data is from KCNQ2 potassium channel screen with 302,405 compounds. The task is: Binary Classification. Given a drug SMILES string, predict its activity (active/inactive) in a high-throughput screening assay against a specified biological target. (1) The drug is Clc1ccc(CNC(=O)CN(CC)C(=O)COc2c(cc(cc2)C)C)cc1. The result is 0 (inactive). (2) The molecule is Cl\C(C(/[N+]([O-])=O)=c1\oc2c([nH]1)cccc2)=C(/Cl)Cl. The result is 0 (inactive). (3) The molecule is Clc1c(NC(=O)COC(=O)CCSc2ccccc2)cc(S(=O)(=O)N(C)C)cc1. The result is 0 (inactive).